Dataset: Full USPTO retrosynthesis dataset with 1.9M reactions from patents (1976-2016). Task: Predict the reactants needed to synthesize the given product. (1) Given the product [Cl:1][C:2]1[CH:3]=[C:4]([O:14][C:15](=[O:32])[C:16]2[CH:21]=[CH:20][CH:19]=[CH:18][CH:17]=2)[CH:5]=[C:6]([Cl:13])[C:7]=1[O:8][CH2:9][CH2:10][CH2:11][O:29][C:22](=[O:30])[C:23]1[CH:28]=[CH:27][CH:26]=[CH:25][CH:24]=1, predict the reactants needed to synthesize it. The reactants are: [Cl:1][C:2]1[CH:3]=[C:4]([O:14][CH2:15][C:16]2[CH:21]=[CH:20][CH:19]=[CH:18][CH:17]=2)[CH:5]=[C:6]([Cl:13])[C:7]=1[O:8][CH2:9][CH2:10][CH2:11]Br.[C:22]([OH:30])(=[O:29])[C:23]1[CH:28]=[CH:27][CH:26]=[CH:25][CH:24]=1.C(=O)([O-])[O-:32].[K+].[K+].CN(C)C=O. (2) Given the product [Br:1][C:2]1[CH:3]=[C:4]2[C:9](=[CH:10][CH:11]=1)[N:8]=[C:7]([Cl:12])[C:6]([CH2:13][C:14]1[CH:19]=[CH:18][C:17]([F:22])=[CH:16][CH:15]=1)=[C:5]2[Cl:21], predict the reactants needed to synthesize it. The reactants are: [Br:1][C:2]1[CH:3]=[C:4]2[C:9](=[CH:10][CH:11]=1)[N:8]=[C:7]([Cl:12])[C:6]([CH2:13][C:14]1[CH:19]=[CH:18][C:17](Cl)=[CH:16][CH:15]=1)=[C:5]2[Cl:21].[F:22]C1C=CC(CC(C(O)=O)C(O)=O)=CC=1. (3) Given the product [Cl:1][C:2]1[CH:3]=[C:4]([CH:18]=[C:19]([CH2:21][NH:27][CH:25]([CH3:26])[C:24]([F:29])([F:28])[F:23])[CH:20]=1)[CH2:5][O:6][C:7]1[CH:12]=[CH:11][CH:10]=[CH:9][C:8]=1[CH2:13][C:14]([O:16][CH3:17])=[O:15], predict the reactants needed to synthesize it. The reactants are: [Cl:1][C:2]1[CH:3]=[C:4]([CH:18]=[C:19]([CH:21]=O)[CH:20]=1)[CH2:5][O:6][C:7]1[CH:12]=[CH:11][CH:10]=[CH:9][C:8]=1[CH2:13][C:14]([O:16][CH3:17])=[O:15].[F:23][C:24]([F:29])([F:28])[CH:25]([NH2:27])[CH3:26].[BH4-].[Na+]. (4) Given the product [Cl:42][CH2:41][CH2:40][O:31][C:28]1[CH:27]=[CH:26][C:25]([CH2:24][N:18]2[CH:17]=[CH:16][C:15]3[C:20](=[CH:21][CH:22]=[C:13]([C:8]4[CH:7]=[C:6]([CH:11]=[CH:10][C:9]=4[CH3:12])[C:5]([NH:4][CH:1]4[CH2:2][CH2:3]4)=[O:32])[CH:14]=3)[C:19]2=[O:23])=[CH:30][CH:29]=1, predict the reactants needed to synthesize it. The reactants are: [CH:1]1([NH:4][C:5](=[O:32])[C:6]2[CH:11]=[CH:10][C:9]([CH3:12])=[C:8]([C:13]3[CH:14]=[C:15]4[C:20](=[CH:21][CH:22]=3)[C:19](=[O:23])[N:18]([CH2:24][C:25]3[CH:30]=[CH:29][C:28]([OH:31])=[CH:27][CH:26]=3)[CH:17]=[CH:16]4)[CH:7]=2)[CH2:3][CH2:2]1.C(=O)([O-])[O-].[K+].[K+].Br[CH2:40][CH2:41][Cl:42]. (5) The reactants are: [C:1]([N:8]1[CH2:13][CH2:12][S:11][CH2:10][CH:9]1[C:14](O)=[O:15])([O:3][C:4]([CH3:7])([CH3:6])[CH3:5])=[O:2].Cl.[Li+].[BH4-]. Given the product [OH:15][CH2:14][CH:9]1[CH2:10][S:11][CH2:12][CH2:13][N:8]1[C:1]([O:3][C:4]([CH3:7])([CH3:6])[CH3:5])=[O:2], predict the reactants needed to synthesize it.